Dataset: Catalyst prediction with 721,799 reactions and 888 catalyst types from USPTO. Task: Predict which catalyst facilitates the given reaction. Reactant: [Br:1][C:2]1([N+:14]([O-])=O)[CH:7]=[CH:6][C:5]([C:8]2[CH:13]=[CH:12][CH:11]=[CH:10][CH:9]=2)=[CH:4][CH2:3]1.Cl[Sn]Cl.C([O-])(O)=O.[Na+]. Product: [NH2:14][C:2]1([Br:1])[CH:3]=[CH:4][C:5]([C:8]2[CH:13]=[CH:12][CH:11]=[CH:10][CH:9]=2)=[CH:6][CH2:7]1. The catalyst class is: 14.